This data is from Forward reaction prediction with 1.9M reactions from USPTO patents (1976-2016). The task is: Predict the product of the given reaction. (1) Given the reactants [CH3:1][O:2][C:3]([C@@:5]1([CH2:21][C:22]2[CH:27]=[CH:26][CH:25]=[C:24]([Cl:28])[CH:23]=2)[CH2:9][O:8][C@@H](C(C)(C)C)[N:6]1C(OC(C)(C)C)=O)=[O:4].Cl, predict the reaction product. The product is: [CH3:1][O:2][C:3](=[O:4])[C@@:5]([NH2:6])([CH2:21][C:22]1[CH:27]=[CH:26][CH:25]=[C:24]([Cl:28])[CH:23]=1)[CH2:9][OH:8]. (2) Given the reactants [Cl:1][C:2]1[CH:7]=[CH:6][CH:5]=[CH:4][C:3]=1[N:8]([CH3:29])[C:9]([C:11]1[S:28][C:14]2[C:15]3[CH:23]=[CH:22][C:21]([C:24]([O:26]C)=O)=[CH:20][C:16]=3[O:17][CH2:18][CH2:19][C:13]=2[CH:12]=1)=[O:10].[NH2:30][CH2:31][C:32]1[CH:33]=[N:34][CH:35]=[CH:36][CH:37]=1, predict the reaction product. The product is: [Cl:1][C:2]1[CH:7]=[CH:6][CH:5]=[CH:4][C:3]=1[N:8]([CH3:29])[C:9]([C:11]1[S:28][C:14]2[C:15]3[CH:23]=[CH:22][C:21]([C:24]([NH:30][CH2:31][C:32]4[CH:33]=[N:34][CH:35]=[CH:36][CH:37]=4)=[O:26])=[CH:20][C:16]=3[O:17][CH2:18][CH2:19][C:13]=2[CH:12]=1)=[O:10]. (3) Given the reactants [NH2:1][C:2]1[C:7]([C:8]([O:10][CH2:11][CH3:12])=[O:9])=[CH:6][C:5]([N:13]2[CH2:18][CH2:17][C@H:16]([NH:19][C:20]([C:22]3[NH:23][C:24]([CH3:29])=[C:25]([Cl:28])[C:26]=3[Cl:27])=[O:21])[C@H:15]([O:30][CH3:31])[CH2:14]2)=[N:4][CH:3]=1.[CH3:32][O:33][C:34](Cl)=[O:35], predict the reaction product. The product is: [Cl:27][C:26]1[C:25]([Cl:28])=[C:24]([CH3:29])[NH:23][C:22]=1[C:20]([NH:19][C@H:16]1[CH2:17][CH2:18][N:13]([C:5]2[CH:6]=[C:7]([C:2]([NH:1][C:34]([O:33][CH3:32])=[O:35])=[CH:3][N:4]=2)[C:8]([O:10][CH2:11][CH3:12])=[O:9])[CH2:14][C@H:15]1[O:30][CH3:31])=[O:21]. (4) Given the reactants [F:1][C:2]([F:17])([C:6]1[CH:11]=[CH:10][C:9]([O:12][CH:13]([CH3:15])[CH3:14])=[CH:8][C:7]=1[CH3:16])[C:3]([OH:5])=O.P(Cl)(Cl)(Cl)=O.Cl.[NH2:24][CH2:25][C:26]1[CH:27]=[C:28]2[C:32](=[CH:33][CH:34]=1)[C:31](=[O:35])[N:30]([CH:36]1[CH2:41][CH2:40][C:39](=[O:42])[NH:38][C:37]1=[O:43])[CH2:29]2.C(=O)(O)[O-].[Na+], predict the reaction product. The product is: [O:43]=[C:37]1[CH:36]([N:30]2[CH2:29][C:28]3[C:32](=[CH:33][CH:34]=[C:26]([CH2:25][NH:24][C:3](=[O:5])[C:2]([F:1])([F:17])[C:6]4[CH:11]=[CH:10][C:9]([O:12][CH:13]([CH3:15])[CH3:14])=[CH:8][C:7]=4[CH3:16])[CH:27]=3)[C:31]2=[O:35])[CH2:41][CH2:40][C:39](=[O:42])[NH:38]1.